This data is from Forward reaction prediction with 1.9M reactions from USPTO patents (1976-2016). The task is: Predict the product of the given reaction. (1) Given the reactants C1([C@@H]2CCC(=O)C2)C=CC=CC=1.[C:13]1([CH:19]2[CH2:23][CH2:22][C@H:21]([NH2:24])[CH2:20]2)[CH:18]=[CH:17][CH:16]=[CH:15][CH:14]=1, predict the reaction product. The product is: [C:13]1([CH:19]2[CH2:23][CH2:22][C@@H:21]([NH2:24])[CH2:20]2)[CH:18]=[CH:17][CH:16]=[CH:15][CH:14]=1. (2) Given the reactants [Cl:1][C:2]1[CH:7]=[C:6]([CH2:8]O)[CH:5]=[CH:4][N:3]=1.P(Br)(Br)[Br:11], predict the reaction product. The product is: [Br:11][CH2:8][C:6]1[CH:5]=[CH:4][N:3]=[C:2]([Cl:1])[CH:7]=1. (3) Given the reactants [OH:1][C:2]1[C:11]2[C:6](=[CH:7][CH:8]=[CH:9][CH:10]=2)[C:5](=[O:12])[NH:4][C:3]=1[C:13]1[CH:18]=[CH:17][CH:16]=[C:15]([O:19][CH3:20])[CH:14]=1.[C:21]([O:25][C:26](=[O:31])[NH:27][CH2:28][CH2:29]Br)([CH3:24])([CH3:23])[CH3:22].C(=O)([O-])[O-].[Cs+].[Cs+].O, predict the reaction product. The product is: [C:21]([O:25][C:26](=[O:31])[NH:27][CH2:28][CH2:29][O:1][C:2]1[C:11]2[C:6](=[CH:7][CH:8]=[CH:9][CH:10]=2)[C:5](=[O:12])[NH:4][C:3]=1[C:13]1[CH:18]=[CH:17][CH:16]=[C:15]([O:19][CH3:20])[CH:14]=1)([CH3:24])([CH3:23])[CH3:22]. (4) The product is: [C:20]([C:17]1[CH:18]=[CH:19][C:14]([N:11]2[CH2:12][CH2:13][N:8]([CH3:7])[CH2:9][CH2:10]2)=[N:15][CH:16]=1)#[CH:21]. Given the reactants C(=O)([O-])[O-].[K+].[K+].[CH3:7][N:8]1[CH2:13][CH2:12][N:11]([C:14]2[CH:19]=[CH:18][C:17]([C:20]#[C:21][Si](C)(C)C)=[CH:16][N:15]=2)[CH2:10][CH2:9]1, predict the reaction product. (5) Given the reactants [C:1]([O:6][CH2:7][CH:8]1[O:10][CH2:9]1)(=[O:5])[C:2]([CH3:4])=[CH2:3].[C:11]([O:16][CH:17]([O:19][CH2:20][CH3:21])[CH3:18])(=[O:15])[C:12]([CH3:14])=[CH2:13].[C:22]([O:27][CH2:28][CH2:29][OH:30])(=[O:26])[C:23]([CH3:25])=[CH2:24].[C:31]([O:36][CH2:37][C:38]1[CH:43]=[CH:42][CH:41]=[CH:40][CH:39]=1)(=[O:35])[C:32]([CH3:34])=[CH2:33].N(C(C)(CC)C([O-])=O)=NC(C)(CC)C([O-])=O, predict the reaction product. The product is: [C:1]([O:6][CH2:7][CH:8]1[O:10][CH2:9]1)(=[O:5])[C:2]([CH3:4])=[CH2:3].[C:11]([O:16][CH:17]([O:19][CH2:20][CH3:21])[CH3:18])(=[O:15])[C:12]([CH3:14])=[CH2:13].[C:22]([O:27][CH2:28][CH2:29][OH:30])(=[O:26])[C:23]([CH3:25])=[CH2:24].[C:31]([O:36][CH2:37][C:38]1[CH:39]=[CH:40][CH:41]=[CH:42][CH:43]=1)(=[O:35])[C:32]([CH3:34])=[CH2:33].